Dataset: Catalyst prediction with 721,799 reactions and 888 catalyst types from USPTO. Task: Predict which catalyst facilitates the given reaction. Product: [CH2:42]([N:44]([CH2:48][CH3:49])[CH2:45][CH2:46][NH:47][C:34]([NH:20][C:19]1[CH:21]=[CH:22][C:16]([O:15][C:6]2[C:5]3[C:10](=[CH:11][C:12]([O:13][CH3:14])=[C:3]([O:2][CH3:1])[CH:4]=3)[N:9]=[CH:8][CH:7]=2)=[CH:17][CH:18]=1)=[O:40])[CH3:43]. The catalyst class is: 146. Reactant: [CH3:1][O:2][C:3]1[CH:4]=[C:5]2[C:10](=[CH:11][C:12]=1[O:13][CH3:14])[N:9]=[CH:8][CH:7]=[C:6]2[O:15][C:16]1[CH:22]=[CH:21][C:19]([NH2:20])=[CH:18][CH:17]=1.C(N(CC)CC)C.ClC(Cl)(O[C:34](=[O:40])OC(Cl)(Cl)Cl)Cl.[CH2:42]([N:44]([CH2:48][CH3:49])[CH2:45][CH2:46][NH2:47])[CH3:43].